This data is from TCR-epitope binding with 47,182 pairs between 192 epitopes and 23,139 TCRs. The task is: Binary Classification. Given a T-cell receptor sequence (or CDR3 region) and an epitope sequence, predict whether binding occurs between them. (1) The epitope is GLNKIVRMY. The TCR CDR3 sequence is CASSPGTPNEKLFF. Result: 0 (the TCR does not bind to the epitope). (2) The epitope is KAYNVTQAF. The TCR CDR3 sequence is CAMMTPTAGKLFF. Result: 0 (the TCR does not bind to the epitope). (3) The epitope is KLNVGDYFV. The TCR CDR3 sequence is CASSLTIDTQYF. Result: 0 (the TCR does not bind to the epitope).